This data is from Reaction yield outcomes from USPTO patents with 853,638 reactions. The task is: Predict the reaction yield, written as a fraction of the theoretical maximum amount of product (1.0 means a 100% yield; for example, 0.34 means a 34% yield). (1) The reactants are C[Al](C)C.[F:5][C:6]1[CH:7]=[CH:8][C:9]([NH2:12])=[N:10][CH:11]=1.[OH:13][C@@H:14]([CH2:19][O:20][C@H:21]([CH3:34])[CH2:22][O:23][Si:24]([CH:31]([CH3:33])[CH3:32])([CH:28]([CH3:30])[CH3:29])[CH:25]([CH3:27])[CH3:26])[C:15](OC)=[O:16]. The catalyst is C1(C)C=CC=CC=1. The product is [F:5][C:6]1[CH:7]=[CH:8][C:9]([NH:12][C:15](=[O:16])[C@@H:14]([OH:13])[CH2:19][O:20][C@@H:21]([CH3:34])[CH2:22][O:23][Si:24]([CH:28]([CH3:30])[CH3:29])([CH:25]([CH3:26])[CH3:27])[CH:31]([CH3:32])[CH3:33])=[N:10][CH:11]=1. The yield is 0.750. (2) The product is [CH3:48][C:46]1[N:47]=[C:21]2[N:20]([CH:18]([CH3:19])[C:17](=[O:16])[CH3:49])[C:25](=[O:26])[C:24]([CH2:27][C:28]3[CH:33]=[CH:32][C:31]([C:34]4[CH:39]=[CH:38][CH:37]=[CH:36][C:35]=4[C:40]4[NH:41][C:4](=[O:7])[O:5][N:3]=4)=[CH:30][CH:29]=3)=[C:23]([CH2:42][CH2:43][CH3:44])[N:22]2[N:45]=1. The catalyst is C(#N)C.CS(C)=O. The reactants are [Cl-].O[NH3+:3].[C:4](=[O:7])([O-])[OH:5].[Na+].[Si]([O:16][CH:17]([CH3:49])[CH:18]([N:20]1[C:25](=[O:26])[C:24]([CH2:27][C:28]2[CH:33]=[CH:32][C:31]([C:34]3[C:35]([C:40]#[N:41])=[CH:36][CH:37]=[CH:38][CH:39]=3)=[CH:30][CH:29]=2)=[C:23]([CH2:42][CH2:43][CH3:44])[N:22]2[N:45]=[C:46]([CH3:48])[N:47]=[C:21]12)[CH3:19])(C(C)(C)C)(C)C.CC(OI1(OC(C)=O)(OC(C)=O)OC(=O)C2C=CC=CC1=2)=O.S([O-])([O-])(=O)=S.[Na+].[Na+]. The yield is 0.370.